From a dataset of Full USPTO retrosynthesis dataset with 1.9M reactions from patents (1976-2016). Predict the reactants needed to synthesize the given product. (1) Given the product [F:35][CH:33]([F:34])[C:32]([NH:27][C@H:26]([CH2:37][F:38])[C@H:25]([OH:29])[C:22]1[CH:21]=[CH:20][C:19]([C:16]2[CH:15]=[N:14][C:13]([CH:9]3[CH2:10][CH2:11][CH2:12][NH:8]3)=[CH:18][CH:17]=2)=[CH:24][CH:23]=1)=[O:36], predict the reactants needed to synthesize it. The reactants are: C(OC([N:8]1[CH2:12][CH2:11][CH2:10][CH:9]1[C:13]1[CH:18]=[CH:17][C:16]([C:19]2[CH:24]=[CH:23][C:22]([C@H:25]3[O:29]C(C)(C)[N:27]([C:32](=[O:36])[CH:33]([F:35])[F:34])[C@@H:26]3[CH2:37][F:38])=[CH:21][CH:20]=2)=[CH:15][N:14]=1)=O)(C)(C)C.C(Cl)Cl.FC(F)(F)C(O)=O.O. (2) Given the product [CH3:1][C:2]1[CH:3]=[C:4]([N:9]2[CH2:10][CH2:11][N:12]([C:16]([NH:15][C:18]3[CH:27]=[CH:26][CH:25]=[C:24]4[C:19]=3[CH:20]=[CH:21][N:22]=[CH:23]4)=[O:17])[CH2:13][CH2:14]2)[CH:5]=[CH:6][C:7]=1[CH3:8], predict the reactants needed to synthesize it. The reactants are: [CH3:1][C:2]1[CH:3]=[C:4]([N:9]2[CH2:14][CH2:13][NH:12][CH2:11][CH2:10]2)[CH:5]=[CH:6][C:7]=1[CH3:8].[N:15]([C:18]1[CH:27]=[CH:26][CH:25]=[C:24]2[C:19]=1[CH:20]=[CH:21][N:22]=[CH:23]2)=[C:16]=[O:17]. (3) Given the product [Cl:18][C:5]1[CH:4]=[C:3]([C:12]([N:14]([O:16][CH3:17])[CH3:15])=[O:13])[C:2]([OH:1])=[C:11]2[C:6]=1[CH:7]=[CH:8][CH:9]=[N:10]2, predict the reactants needed to synthesize it. The reactants are: [OH:1][C:2]1[C:3]([C:12]([N:14]([O:16][CH3:17])[CH3:15])=[O:13])=[CH:4][CH:5]=[C:6]2[C:11]=1[N:10]=[CH:9][CH:8]=[CH:7]2.[Cl:18]N1C(=O)CCC1=O. (4) Given the product [CH2:22]([N:24]([CH2:25][CH3:26])[C:17]([CH:12]1[C:11]2[C:10]3[C:5](=[CH:6][CH:7]=[CH:8][C:9]=3[O:20][CH3:21])[N:4]([CH2:3][CH2:2][F:1])[C:16]=2[CH2:15][CH2:14][CH2:13]1)=[O:18])[CH3:23], predict the reactants needed to synthesize it. The reactants are: [F:1][CH2:2][CH2:3][N:4]1[C:16]2[CH2:15][CH2:14][CH2:13][CH:12]([C:17](Cl)=[O:18])[C:11]=2[C:10]2[C:5]1=[CH:6][CH:7]=[CH:8][C:9]=2[O:20][CH3:21].[CH2:22]([NH:24][CH2:25][CH3:26])[CH3:23]. (5) Given the product [I:38][CH2:37][CH2:36][CH2:35][CH2:34][CH2:33][CH2:32][CH2:31][CH2:30][CH2:29][CH2:28][CH2:27][CH2:26][C:21]1[CH:20]=[CH:25][CH:24]=[CH:23][CH:22]=1, predict the reactants needed to synthesize it. The reactants are: [CH2:26]([C:21]1[CH:22]=[CH:23][CH:24]=[CH:25][C:20]=1[I+][C:20]1[CH:25]=[CH:24][CH:23]=[CH:22][C:21]=1[CH2:26][CH2:27][CH2:28][CH2:29][CH2:30][CH2:31][CH2:32][CH2:33][CH2:34][CH2:35][CH2:36][CH3:37])[CH2:27][CH2:28][CH2:29][CH2:30][CH2:31][CH2:32][CH2:33][CH2:34][CH2:35][CH2:36][CH3:37].[I:38]([O-])(=O)=O.[K+].C(C1C=CC=CC=1)CCCCCCCCCCC.C(OC(=O)C)(=O)C.S(=O)(=O)(O)O. (6) Given the product [C:1]1([S:7]([N:10]2[C:14]3[N:15]=[CH:16][N:17]=[C:18]([N:36]4[CH2:35][CH2:34][CH:33]([C:30]5[NH:29][C:28]([C:25]6[CH:26]=[CH:27][C:22]([F:21])=[CH:23][CH:24]=6)=[N:32][N:31]=5)[CH2:38][CH2:37]4)[C:13]=3[CH:12]=[C:11]2[I:20])(=[O:9])=[O:8])[CH:6]=[CH:5][CH:4]=[CH:3][CH:2]=1.[F:21][C:22]1[CH:27]=[CH:26][C:25]([C:28]2[NH:29][C:30]([CH:33]3[CH2:38][CH2:37][N:36]([C:18]4[C:13]5[CH:12]=[C:11]([I:20])[NH:10][C:14]=5[N:15]=[CH:16][N:17]=4)[CH2:35][CH2:34]3)=[N:31][N:32]=2)=[CH:24][CH:23]=1, predict the reactants needed to synthesize it. The reactants are: [C:1]1([S:7]([N:10]2[C:14]3[N:15]=[CH:16][N:17]=[C:18](Cl)[C:13]=3[CH:12]=[C:11]2[I:20])(=[O:9])=[O:8])[CH:6]=[CH:5][CH:4]=[CH:3][CH:2]=1.[F:21][C:22]1[CH:27]=[CH:26][C:25]([C:28]2[NH:29][C:30]([CH:33]3[CH2:38][CH2:37][NH:36][CH2:35][CH2:34]3)=[N:31][N:32]=2)=[CH:24][CH:23]=1.FC(F)(F)C(O)=O.C(=O)([O-])[O-].[K+].[K+].C(#N)C.